Dataset: Full USPTO retrosynthesis dataset with 1.9M reactions from patents (1976-2016). Task: Predict the reactants needed to synthesize the given product. (1) Given the product [F:1][C:2]1[C:10]([CH3:11])=[CH:9][C:8]([C:12]2[CH:17]=[CH:16][CH:15]=[C:14]([F:18])[CH:13]=2)=[CH:7][C:3]=1[C:4]([NH:25][C:26]1[C:31]([F:32])=[CH:30][CH:29]=[C:28]([OH:33])[C:27]=1[CH3:34])=[O:6], predict the reactants needed to synthesize it. The reactants are: [F:1][C:2]1[C:10]([CH3:11])=[CH:9][C:8]([C:12]2[CH:17]=[CH:16][CH:15]=[C:14]([F:18])[CH:13]=2)=[CH:7][C:3]=1[C:4]([OH:6])=O.C(Cl)(C(Cl)=O)=O.[NH2:25][C:26]1[C:27]([CH3:34])=[C:28]([OH:33])[CH:29]=[CH:30][C:31]=1[F:32].C([O-])(O)=O.[Na+].Cl. (2) Given the product [O:16]1[CH:17]=[CH:18][CH:19]=[C:15]1[C:11]1[O:12][C:13]([CH3:14])=[C:9]([CH2:8][O:7][C:6]2[CH:20]=[CH:21][C:3]([CH2:2][O:43][C:32]3[CH:33]=[C:34]([CH2:35][CH2:36][C:37]4[CH:42]=[CH:41][CH:40]=[CH:39][N:38]=4)[N:30]([C:24]4[CH:29]=[CH:28][CH:27]=[CH:26][CH:25]=4)[N:31]=3)=[CH:4][C:5]=2[O:22][CH3:23])[N:10]=1, predict the reactants needed to synthesize it. The reactants are: Cl[CH2:2][C:3]1[CH:21]=[CH:20][C:6]([O:7][CH2:8][C:9]2[N:10]=[C:11]([C:15]3[O:16][CH:17]=[CH:18][CH:19]=3)[O:12][C:13]=2[CH3:14])=[C:5]([O:22][CH3:23])[CH:4]=1.[C:24]1([N:30]2[C:34]([CH2:35][CH2:36][C:37]3[CH:42]=[CH:41][CH:40]=[CH:39][N:38]=3)=[CH:33][C:32]([OH:43])=[N:31]2)[CH:29]=[CH:28][CH:27]=[CH:26][CH:25]=1.CN(C)C=O.[H-].[Na+].